Dataset: Full USPTO retrosynthesis dataset with 1.9M reactions from patents (1976-2016). Task: Predict the reactants needed to synthesize the given product. Given the product [F:41][CH2:40][C@@:27]1([C:30]([O:32][CH2:33][C:34]2[CH:35]=[CH:36][CH:37]=[CH:38][CH:39]=2)=[O:31])[CH2:28][CH2:29][C:24]([C:11]2[C:12]([CH3:22])([CH3:23])[C@H:13]3[C@:8]([CH3:42])([CH2:9][CH:10]=2)[C@@H:7]2[C@:16]([CH3:21])([C@@:17]4([CH3:20])[C@H:4]([CH2:5][CH2:6]2)[C@H:3]2[C@H:43]([C:46]([CH3:48])=[CH2:47])[CH2:44][CH2:45][C@:2]2([NH:1][CH2:57][CH2:56][C:50]2([OH:49])[CH2:55][CH2:54][O:53][CH2:52][CH2:51]2)[CH2:19][CH2:18]4)[CH2:15][CH2:14]3)=[CH:25][CH2:26]1, predict the reactants needed to synthesize it. The reactants are: [NH2:1][C@:2]12[CH2:45][CH2:44][C@@H:43]([C:46]([CH3:48])=[CH2:47])[C@@H:3]1[C@@H:4]1[C@@:17]([CH3:20])([CH2:18][CH2:19]2)[C@@:16]2([CH3:21])[C@@H:7]([C@:8]3([CH3:42])[C@@H:13]([CH2:14][CH2:15]2)[C:12]([CH3:23])([CH3:22])[C:11]([C:24]2[CH2:29][CH2:28][C@@:27]([CH2:40][F:41])([C:30]([O:32][CH2:33][C:34]4[CH:39]=[CH:38][CH:37]=[CH:36][CH:35]=4)=[O:31])[CH2:26][CH:25]=2)=[CH:10][CH2:9]3)[CH2:6][CH2:5]1.[OH:49][C:50]1([CH2:56][CH:57]=O)[CH2:55][CH2:54][O:53][CH2:52][CH2:51]1.C(O[BH-](OC(=O)C)OC(=O)C)(=O)C.[Na+].C(=O)(O)[O-].[Na+].